Predict the reactants needed to synthesize the given product. From a dataset of Full USPTO retrosynthesis dataset with 1.9M reactions from patents (1976-2016). The reactants are: [Cl:1][C:2]1[CH:3]=[CH:4][C:5]([CH2:11][N:12]([C:14]2[CH:19]=[CH:18][C:17]([Cl:20])=[CH:16][N:15]=2)[CH3:13])=[C:6]([CH:10]=1)[C:7]([OH:9])=O.Cl.[NH2:22][C@H:23]([C:25]1[CH:34]=[CH:33][C:28]([C:29]([O:31][CH3:32])=[O:30])=[CH:27][CH:26]=1)[CH3:24]. Given the product [Cl:1][C:2]1[CH:3]=[CH:4][C:5]([CH2:11][N:12]([C:14]2[CH:19]=[CH:18][C:17]([Cl:20])=[CH:16][N:15]=2)[CH3:13])=[C:6]([CH:10]=1)[C:7]([NH:22][C@H:23]([C:25]1[CH:34]=[CH:33][C:28]([C:29]([O:31][CH3:32])=[O:30])=[CH:27][CH:26]=1)[CH3:24])=[O:9], predict the reactants needed to synthesize it.